From a dataset of Forward reaction prediction with 1.9M reactions from USPTO patents (1976-2016). Predict the product of the given reaction. (1) Given the reactants [C:1](Cl)(=[O:5])[C:2](Cl)=O.[Br:7][C:8]1[CH:13]=[CH:12][C:11]([CH:14]2[CH2:17][CH:16](C(O)=O)[CH2:15]2)=[CH:10][CH:9]=1.[Si](C=[N+]=[N-])(C)(C)C.Cl.[O:29]1CCCC1, predict the reaction product. The product is: [Br:7][C:8]1[CH:9]=[CH:10][C:11]([CH:14]2[CH2:17][CH:16]([CH2:2][C:1]([OH:5])=[O:29])[CH2:15]2)=[CH:12][CH:13]=1. (2) Given the reactants [Cl:1][C:2]1[C:33]([C:34]([F:37])([F:36])[F:35])=[CH:32][CH:31]=[CH:30][C:3]=1[CH2:4][N:5]1[C:10](=[O:11])[C:9]([C:12]([O:14][CH2:15][CH3:16])=[O:13])=[CH:8][N:7]([C:17]2[CH:25]=[C:24]3[C:20]([C:21]([CH3:28])([CH3:27])[C:22](=[O:26])[NH:23]3)=[CH:19][CH:18]=2)[C:6]1=[O:29].[H-].[Na+].I[CH2:41][CH3:42].O, predict the reaction product. The product is: [CH2:15]([O:14][C:12]([C:9]1[C:10](=[O:11])[N:5]([CH2:4][C:3]2[CH:30]=[CH:31][CH:32]=[C:33]([C:34]([F:36])([F:35])[F:37])[C:2]=2[Cl:1])[C:6](=[O:29])[N:7]([C:17]2[CH:25]=[C:24]3[C:20]([C:21]([CH3:27])([CH3:28])[C:22](=[O:26])[N:23]3[CH2:41][CH3:42])=[CH:19][CH:18]=2)[CH:8]=1)=[O:13])[CH3:16].